From a dataset of Forward reaction prediction with 1.9M reactions from USPTO patents (1976-2016). Predict the product of the given reaction. (1) Given the reactants [CH3:1][O:2][C:3]1[N:4]=[CH:5][C:6]([C:9]([NH:11][C:12]2[CH:13]=[C:14]3[C@@:23]4([CH2:27][O:26][C:25]([NH:28]C(=O)OC(C)(C)C)=[N:24]4)[C:20]4([CH2:22][CH2:21]4)[C:19]([CH3:37])([CH3:36])[O:18][C:15]3=[CH:16][CH:17]=2)=[O:10])=[N:7][CH:8]=1.FC(F)(F)C(O)=O, predict the reaction product. The product is: [NH2:28][C:25]1[O:26][CH2:27][C@@:23]2([C:14]3[C:15](=[CH:16][CH:17]=[C:12]([NH:11][C:9]([C:6]4[CH:5]=[N:4][C:3]([O:2][CH3:1])=[CH:8][N:7]=4)=[O:10])[CH:13]=3)[O:18][C:19]([CH3:36])([CH3:37])[C:20]32[CH2:21][CH2:22]3)[N:24]=1. (2) Given the reactants C(=O)([O-])[O:2][C:3]1[CH:8]=[CH:7][C:6]([S:9]([N:12]2[C:21]3[C:16](=[CH:17][CH:18]=[C:19]([F:22])[CH:20]=3)[NH:15][C:14](=[O:23])[C@@H:13]2[CH2:24][CH3:25])(=[O:11])=[O:10])=[CH:5][CH:4]=1.[CH2:28](Br)[C:29]1[CH:34]=[CH:33][CH:32]=[CH:31][CH:30]=1.C([C@@H]1N(S(C2C=CC(O)=CC=2)(=O)=O)C2C(=CC=C(F)C=2)N(CCC)C1=O)C, predict the reaction product. The product is: [CH2:28]([N:15]1[C:16]2[C:21](=[CH:20][C:19]([F:22])=[CH:18][CH:17]=2)[N:12]([S:9]([C:6]2[CH:7]=[CH:8][C:3]([OH:2])=[CH:4][CH:5]=2)(=[O:11])=[O:10])[C@@H:13]([CH2:24][CH3:25])[C:14]1=[O:23])[C:29]1[CH:34]=[CH:33][CH:32]=[CH:31][CH:30]=1. (3) Given the reactants [NH2:1][CH:2]([C:6]1[CH:11]=[CH:10][CH:9]=[CH:8][CH:7]=1)[C:3]([OH:5])=[O:4].[Cl:12][CH2:13][CH2:14][CH2:15][C:16](Cl)=[O:17], predict the reaction product. The product is: [Cl:12][CH2:13][CH2:14][CH2:15][C:16]([NH:1][CH:2]([C:6]1[CH:11]=[CH:10][CH:9]=[CH:8][CH:7]=1)[C:3]([OH:5])=[O:4])=[O:17]. (4) Given the reactants [OH:1][C:2]1[C:3]2[O:16][N:15]=[C:14]([C:17]3[S:18][CH:19]=[CH:20][CH:21]=3)[C:4]=2[C:5](I)=[N:6][C:7]=1[C:8]([O:10][CH2:11][CH3:12])=[O:9].[C:22]([Cu])#[N:23].[OH-].[NH4+].Cl, predict the reaction product. The product is: [C:22]([C:5]1[C:4]2[C:14]([C:17]3[S:18][CH:19]=[CH:20][CH:21]=3)=[N:15][O:16][C:3]=2[C:2]([OH:1])=[C:7]([C:8]([O:10][CH2:11][CH3:12])=[O:9])[N:6]=1)#[N:23]. (5) Given the reactants [I:1][C:2]1[CH:3]=[C:4]2[C:9](=[CH:10][CH:11]=1)[C:8](=[O:12])[NH:7][C:6](=[O:13])/[C:5]/2=[CH:14]\[NH:15][C:16]1[CH:21]=[CH:20][C:19]([N:22]2[CH2:27][CH2:26][N:25](C(OC(C)(C)C)=O)[CH2:24][CH2:23]2)=[CH:18][CH:17]=1.P(=O)(O)(O)O, predict the reaction product. The product is: [I:1][C:2]1[CH:3]=[C:4]2[C:9](=[CH:10][CH:11]=1)[C:8](=[O:12])[NH:7][C:6](=[O:13])/[C:5]/2=[CH:14]\[NH:15][C:16]1[CH:17]=[CH:18][C:19]([N:22]2[CH2:23][CH2:24][NH:25][CH2:26][CH2:27]2)=[CH:20][CH:21]=1.